Dataset: Forward reaction prediction with 1.9M reactions from USPTO patents (1976-2016). Task: Predict the product of the given reaction. Given the reactants Cl[CH2:2][C:3]1[C:4]([S:9][CH:10]2[CH2:14][CH2:13][CH2:12][CH2:11]2)=[N:5][CH:6]=[CH:7][CH:8]=1.C([O:17][C:18](=[O:29])[CH:19]([CH3:28])[CH2:20][C:21]1[CH:26]=[CH:25][C:24]([OH:27])=[CH:23][CH:22]=1)C, predict the reaction product. The product is: [CH:10]1([S:9][C:4]2[C:3]([CH2:2][O:27][C:24]3[CH:23]=[CH:22][C:21]([CH2:20][CH:19]([CH3:28])[C:18]([OH:29])=[O:17])=[CH:26][CH:25]=3)=[CH:8][CH:7]=[CH:6][N:5]=2)[CH2:14][CH2:13][CH2:12][CH2:11]1.